From a dataset of Peptide-MHC class I binding affinity with 185,985 pairs from IEDB/IMGT. Regression. Given a peptide amino acid sequence and an MHC pseudo amino acid sequence, predict their binding affinity value. This is MHC class I binding data. The peptide sequence is NTDDFPLTL. The MHC is HLA-A02:03 with pseudo-sequence HLA-A02:03. The binding affinity (normalized) is 0.0847.